Dataset: Forward reaction prediction with 1.9M reactions from USPTO patents (1976-2016). Task: Predict the product of the given reaction. Given the reactants [CH2:1]([O:8][C:9]1[CH:18]=[CH:17][CH:16]=[C:15]2[C:10]=1[CH2:11][CH2:12][CH2:13][CH:14]2[C:19]([NH:21][C:22]1[CH:27]=[CH:26][C:25]([CH:28]([CH3:30])[CH3:29])=[CH:24][CH:23]=1)=[O:20])[C:2]1[CH:7]=[CH:6][CH:5]=[CH:4][CH:3]=1.C(OC([N:38]1[CH:42]=[C:41]([CH2:43]O)[CH:40]=[N:39]1)=O)(C)(C)C, predict the reaction product. The product is: [CH2:1]([O:8][C:9]1[CH:18]=[CH:17][CH:16]=[C:15]2[C:10]=1[CH2:11][CH2:12][CH2:13][CH:14]2[C:19]([N:21]([C:22]1[CH:23]=[CH:24][C:25]([CH:28]([CH3:30])[CH3:29])=[CH:26][CH:27]=1)[CH2:43][C:41]1[CH:42]=[N:38][NH:39][CH:40]=1)=[O:20])[C:2]1[CH:3]=[CH:4][CH:5]=[CH:6][CH:7]=1.